Task: Predict the product of the given reaction.. Dataset: Forward reaction prediction with 1.9M reactions from USPTO patents (1976-2016) (1) Given the reactants C(N(C(C)C)C(C)C)C.[CH3:10][C:11]1[C:12]([C:31]2[CH:36]=[CH:35][CH:34]=[CH:33][CH:32]=2)=[C:13]([O:23][C:24]2[CH:30]=[CH:29][C:27]([NH2:28])=[CH:26][CH:25]=2)[C:14]2[C:19]([CH:20]=1)=[CH:18][C:17]([O:21][CH3:22])=[CH:16][CH:15]=2.Cl[C:38](=[O:44])[CH2:39][C:40]([O:42][CH3:43])=[O:41], predict the reaction product. The product is: [CH3:10][C:11]1[C:12]([C:31]2[CH:36]=[CH:35][CH:34]=[CH:33][CH:32]=2)=[C:13]([O:23][C:24]2[CH:30]=[CH:29][C:27]([NH:28][C:38](=[O:44])[CH2:39][C:40]([O:42][CH3:43])=[O:41])=[CH:26][CH:25]=2)[C:14]2[C:19]([CH:20]=1)=[CH:18][C:17]([O:21][CH3:22])=[CH:16][CH:15]=2. (2) Given the reactants [Br:1](O)(=O)=O.[N+:5]([C:8]1[CH:9]=[C:10]([CH:22]=[CH:23][CH:24]=1)[O:11][C:12]1[C:13]2[N:14]([N:18]=[C:19](N)[N:20]=2)[CH:15]=[CH:16][CH:17]=1)([O-:7])=[O:6].N([O-])=O.[Na+], predict the reaction product. The product is: [Br:1][C:19]1[N:20]=[C:13]2[C:12]([O:11][C:10]3[CH:22]=[CH:23][CH:24]=[C:8]([N+:5]([O-:7])=[O:6])[CH:9]=3)=[CH:17][CH:16]=[CH:15][N:14]2[N:18]=1. (3) Given the reactants [OH:1][C@H:2]1[CH2:7][CH2:6][C@H:5]([N:8]2[C:13](=[O:14])[C:12]([CH2:15][C:16]3[CH:21]=[CH:20][C:19]([C:22]4[C:23]([C:28]#[N:29])=[CH:24][CH:25]=[CH:26][CH:27]=4)=[CH:18][CH:17]=3)=[C:11]([CH2:30][CH2:31][CH3:32])[N:10]3[N:33]=[CH:34][N:35]=[C:9]23)[CH2:4][CH2:3]1.[CH3:36][S:37]([CH3:39])=O.C(OC(=O)C)(=O)C, predict the reaction product. The product is: [CH3:36][S:37][CH2:39][O:1][C@H:2]1[CH2:7][CH2:6][C@H:5]([N:8]2[C:13](=[O:14])[C:12]([CH2:15][C:16]3[CH:21]=[CH:20][C:19]([C:22]4[C:23]([C:28]#[N:29])=[CH:24][CH:25]=[CH:26][CH:27]=4)=[CH:18][CH:17]=3)=[C:11]([CH2:30][CH2:31][CH3:32])[N:10]3[N:33]=[CH:34][N:35]=[C:9]23)[CH2:4][CH2:3]1. (4) Given the reactants [CH2:1]([O:8][CH2:9][CH2:10][N:11]([CH2:37][CH2:38][CH2:39][CH2:40]OS(C)(=O)=O)[C:12]([C:14]1[NH:15][C:16](=[O:36])[C:17]([O:34][CH3:35])=[C:18]2[C:23]=1[CH2:22][CH2:21][N:20]([CH2:24][C:25]1[CH:30]=[CH:29][C:28]([F:31])=[C:27]([Cl:32])[CH:26]=1)[C:19]2=[O:33])=[O:13])[C:2]1[CH:7]=[CH:6][CH:5]=[CH:4][CH:3]=1.C(=O)([O-])[O-].[Cs+].[Cs+], predict the reaction product. The product is: [Cl:32][C:27]1[CH:26]=[C:25]([CH:30]=[CH:29][C:28]=1[F:31])[CH2:24][N:20]1[CH2:21][CH2:22][C:23]2[C:18](=[C:17]([O:34][CH3:35])[C:16](=[O:36])[N:15]3[CH2:40][CH2:39][CH2:38][CH2:37][N:11]([CH2:10][CH2:9][O:8][CH2:1][C:2]4[CH:7]=[CH:6][CH:5]=[CH:4][CH:3]=4)[C:12](=[O:13])[C:14]3=2)[C:19]1=[O:33]. (5) The product is: [F:1][C:2]1[CH:10]=[C:6]([C:7]([NH:19][C@@H:20]2[CH2:25][CH2:24][C@H:23]([NH:26][C:27](=[O:33])[O:28][C:29]([CH3:31])([CH3:30])[CH3:32])[CH2:22][CH2:21]2)=[O:9])[C:5]([NH:11][C:12]2[CH:17]=[CH:16][CH:15]=[C:14]([I:18])[CH:13]=2)=[N:4][CH:3]=1. Given the reactants [F:1][C:2]1[CH:3]=[N:4][C:5]([NH:11][C:12]2[CH:17]=[CH:16][CH:15]=[C:14]([I:18])[CH:13]=2)=[C:6]([CH:10]=1)[C:7]([OH:9])=O.[NH2:19][C@@H:20]1[CH2:25][CH2:24][C@H:23]([NH:26][C:27](=[O:33])[O:28][C:29]([CH3:32])([CH3:31])[CH3:30])[CH2:22][CH2:21]1.C(N(CC)CC)C.C(OCC)C.O, predict the reaction product. (6) The product is: [CH:1]1([N:4]2[C:8]3[C:9]([O:32][C@@H:33]([C@H:35]4[CH2:36][NH:37][C:38](=[O:40])[CH2:39]4)[CH3:34])=[CH:10][C:11]([C:13]4[CH:14]=[CH:15][C:16]([N:19]5[CH2:20][CH2:21][NH:22][CH2:23][CH2:24]5)=[CH:17][N:18]=4)=[CH:12][C:7]=3[N:6]=[CH:5]2)[CH2:2][CH2:3]1.[C:51]([OH:57])([C:53]([F:56])([F:55])[F:54])=[O:52]. Given the reactants [CH:1]1([N:4]2[C:8]3[C:9]([O:32][C@@H:33]([C@@H:35]4[CH2:39][C:38](=[O:40])[N:37]([C@@H](C5C=CC(OC)=CC=5)C)[CH2:36]4)[CH3:34])=[CH:10][C:11]([C:13]4[N:18]=[CH:17][C:16]([N:19]5[CH2:24][CH2:23][N:22](C(OC(C)(C)C)=O)[CH2:21][CH2:20]5)=[CH:15][CH:14]=4)=[CH:12][C:7]=3[N:6]=[CH:5]2)[CH2:3][CH2:2]1.[C:51]([OH:57])([C:53]([F:56])([F:55])[F:54])=[O:52], predict the reaction product.